Task: Predict the product of the given reaction.. Dataset: Forward reaction prediction with 1.9M reactions from USPTO patents (1976-2016) (1) The product is: [CH2:39]([NH:41][C:42](=[S:43])[N:8]([CH2:7][CH:6]1[C:5](=[O:27])[O:4][C@H:3]2[C:28]3[C@@:33]([CH3:36])([CH2:34][CH2:35][C:2]12[OH:1])[CH2:32][CH2:31][CH2:30][C:29]=3[CH3:37])[CH2:9][CH:10]1[C:14](=[O:15])[O:13][C@@H:12]2[C:16]3[C@:21]([CH3:24])([CH2:22][CH2:23][C:11]12[OH:26])[CH2:20][CH2:19][CH2:18][C:17]=3[CH3:25])[CH3:40]. Given the reactants [OH:1][C:2]12[CH2:35][CH2:34][C@@:33]3([CH3:36])[C:28](=[C:29]([CH3:37])[CH2:30][CH2:31][CH2:32]3)[C@:3]1(C)[O:4][C:5](=[O:27])[CH:6]2[CH2:7][NH:8][CH2:9][CH:10]1[C:14](=[O:15])[O:13][C@H:12]2[C:16]3[C@@:21]([CH3:24])([CH2:22][CH2:23][C:11]12[OH:26])[CH2:20][CH2:19][CH2:18][C:17]=3[CH3:25].[CH2:39]([N:41]=[C:42]=[S:43])[CH3:40], predict the reaction product. (2) Given the reactants BrC1C=CC2OC3C(=O)NC(C4CCN(C(OC(C)(C)C)=O)CC4)=NC=3C=2C=1.[C:29]([C:32]1[O:33][C:34]2[CH:56]=[CH:55][C:54]([Cl:57])=[CH:53][C:35]=2[C:36]=1[NH:37][C:38]([C@@H:40]1[CH2:44][C@H:43]([OH:45])[CH2:42][N:41]1[C:46]([O:48][C:49]([CH3:52])([CH3:51])[CH3:50])=[O:47])=O)(=[O:31])[NH2:30].BrC1C=CC2OC(C(=O)N)=C(NC(C3CCN(C(OC(C)(C)C)=O)CC3)=O)C=2C=1, predict the reaction product. The product is: [Cl:57][C:54]1[CH:55]=[CH:56][C:34]2[O:33][C:32]3[C:29](=[O:31])[NH:30][C:38]([C@@H:40]4[CH2:44][C@H:43]([OH:45])[CH2:42][N:41]4[C:46]([O:48][C:49]([CH3:51])([CH3:52])[CH3:50])=[O:47])=[N:37][C:36]=3[C:35]=2[CH:53]=1. (3) Given the reactants [C:1]([O:9][CH2:10][C:11]1[C:12]([N:17]2[CH2:21][CH2:20][C@@H:19]([N:22](C(OC(C)(C)C)=O)[CH2:23][CH3:24])[CH2:18]2)=[N:13][CH:14]=[CH:15][CH:16]=1)(=[O:8])[C:2]1[CH:7]=[CH:6][CH:5]=[CH:4][CH:3]=1.FC(F)(F)C(O)=O, predict the reaction product. The product is: [C:1]([O:9][CH2:10][C:11]1[C:12]([N:17]2[CH2:21][CH2:20][C@@H:19]([NH:22][CH2:23][CH3:24])[CH2:18]2)=[N:13][CH:14]=[CH:15][CH:16]=1)(=[O:8])[C:2]1[CH:7]=[CH:6][CH:5]=[CH:4][CH:3]=1. (4) Given the reactants [ClH:1].[CH3:2][O:3][C:4]1[CH:9]=[CH:8][C:7]([NH2:10])=[CH:6][C:5]=1[O:11][CH2:12][CH2:13][N:14]1[CH2:19][CH2:18][CH:17]([CH3:20])[CH2:16][CH2:15]1.N1[C:26]([CH3:27])=[CH:25][CH:24]=[CH:23][C:22]=1[CH3:28].CN([CH:32]=[O:33])C, predict the reaction product. The product is: [ClH:1].[Cl:1][C:22]1[CH:23]=[CH:24][CH:25]=[C:26]2[C:28]=1[C:32](=[O:33])[N:10]([C:7]1[CH:8]=[CH:9][C:4]([O:3][CH3:2])=[C:5]([O:11][CH2:12][CH2:13][N:14]3[CH2:19][CH2:18][CH:17]([CH3:20])[CH2:16][CH2:15]3)[CH:6]=1)[CH2:27]2. (5) Given the reactants [Br:1][C:2]1[CH:3]=[C:4]([NH2:11])[C:5]([O:8][CH2:9][CH3:10])=[N:6][CH:7]=1.[OH:12][C:13]1[CH:18]=[CH:17][C:16]([S:19](Cl)(=[O:21])=[O:20])=[CH:15][C:14]=1[CH3:23], predict the reaction product. The product is: [Br:1][C:2]1[CH:3]=[C:4]([NH:11][S:19]([C:16]2[CH:17]=[CH:18][C:13]([OH:12])=[C:14]([CH3:23])[CH:15]=2)(=[O:21])=[O:20])[C:5]([O:8][CH2:9][CH3:10])=[N:6][CH:7]=1. (6) Given the reactants [C:10](O[C:10](=[O:17])[C:11]1[CH:16]=[CH:15][CH:14]=[CH:13][CH:12]=1)(=[O:17])[C:11]1[CH:16]=[CH:15][CH:14]=[CH:13][CH:12]=1.[NH2:18][C:19]1[C:28]2[C:23](=[CH:24][C:25]([Br:29])=[CH:26][CH:27]=2)[CH:22]=[CH:21][N:20]=1, predict the reaction product. The product is: [Br:29][C:25]1[CH:24]=[C:23]2[C:28](=[CH:27][CH:26]=1)[C:19]([NH:18][C:10](=[O:17])[C:11]1[CH:12]=[CH:13][CH:14]=[CH:15][CH:16]=1)=[N:20][CH:21]=[CH:22]2.